From a dataset of Catalyst prediction with 721,799 reactions and 888 catalyst types from USPTO. Predict which catalyst facilitates the given reaction. (1) Product: [ClH:1].[CH3:2][C:3]1[CH:8]=[C:7]([CH3:9])[C:6]2[C:16]3[CH2:15][NH:14][CH2:19][CH2:18][C:17]=3[NH:10][C:5]=2[CH:4]=1. The catalyst class is: 14. Reactant: [ClH:1].[CH3:2][C:3]1[CH:4]=[C:5]([NH:10]N)[CH:6]=[C:7]([CH3:9])[CH:8]=1.O.Cl.[NH:14]1[CH2:19][CH2:18][C:17](=O)[CH2:16][CH2:15]1.Cl. (2) Reactant: [F:1][C:2]([F:40])([F:39])[C:3]1[CH:4]=[C:5]([C@H:13]([O:15][C@H:16]2[CH2:21][CH2:20][N:19]([C:22]([C@H:24]3[CH2:29][CH2:28][C@H:27]([C:30]([OH:32])=O)[CH2:26][CH2:25]3)=[O:23])[CH2:18][C@H:17]2[C:33]2[CH:38]=[CH:37][CH:36]=[CH:35][CH:34]=2)[CH3:14])[CH:6]=[C:7]([C:9]([F:12])([F:11])[F:10])[CH:8]=1.[CH3:41][NH2:42].CCOC(OC(OCC)=O)=O.O. Product: [F:39][C:2]([F:1])([F:40])[C:3]1[CH:4]=[C:5]([C@H:13]([O:15][C@H:16]2[CH2:21][CH2:20][N:19]([C:22]([C@H:24]3[CH2:29][CH2:28][C@H:27]([C:30]([NH:42][CH3:41])=[O:32])[CH2:26][CH2:25]3)=[O:23])[CH2:18][C@H:17]2[C:33]2[CH:38]=[CH:37][CH:36]=[CH:35][CH:34]=2)[CH3:14])[CH:6]=[C:7]([C:9]([F:12])([F:10])[F:11])[CH:8]=1. The catalyst class is: 1. (3) Reactant: Cl.[CH3:2][N:3]([CH2:11][C:12]1[CH:21]=[CH:20][C:15]([C:16]([O:18]C)=[O:17])=[CH:14][CH:13]=1)[CH2:4][CH:5]1[CH2:10][CH2:9][CH2:8][CH2:7][NH:6]1.C(N(C(C)C)CC)(C)C.[Br:31][C:32]1[CH:46]=[CH:45][C:35]([O:36][C:37]2[CH:44]=[CH:43][C:40]([CH:41]=O)=[CH:39][CH:38]=2)=[CH:34][CH:33]=1.C(O[BH-](OC(=O)C)OC(=O)C)(=O)C. Product: [Br:31][C:32]1[CH:46]=[CH:45][C:35]([O:36][C:37]2[CH:44]=[CH:43][C:40]([CH2:41][N:6]3[CH2:7][CH2:8][CH2:9][CH2:10][CH:5]3[CH2:4][N:3]([CH2:11][C:12]3[CH:21]=[CH:20][C:15]([C:16]([OH:18])=[O:17])=[CH:14][CH:13]=3)[CH3:2])=[CH:39][CH:38]=2)=[CH:34][CH:33]=1. The catalyst class is: 68. (4) The catalyst class is: 113. Reactant: [H-].[Na+].[NH:3]1[C:11]2[C:6](=[CH:7][CH:8]=[CH:9][CH:10]=2)[CH2:5][C:4]1=[O:12].S(OC)(O[CH3:17])(=O)=O. Product: [CH3:17][N:3]1[C:11]2[C:6](=[CH:7][CH:8]=[CH:9][CH:10]=2)[CH2:5][C:4]1=[O:12]. (5) Reactant: [Br:1][C:2]1[CH:7]=[C:6]([S:8]([CH3:11])(=[O:10])=[O:9])[CH:5]=[CH:4][C:3]=1F.C(N(CC)C(C)C)(C)C.[NH2:22][C@H:23]1[CH2:28][CH2:27][C@H:26]([NH:29][C:30](=[O:36])[O:31][C:32]([CH3:35])([CH3:34])[CH3:33])[CH2:25][CH2:24]1.[Cl-].[NH4+]. Product: [Br:1][C:2]1[CH:7]=[C:6]([S:8]([CH3:11])(=[O:10])=[O:9])[CH:5]=[CH:4][C:3]=1[NH:22][C@H:23]1[CH2:28][CH2:27][C@H:26]([NH:29][C:30](=[O:36])[O:31][C:32]([CH3:34])([CH3:33])[CH3:35])[CH2:25][CH2:24]1. The catalyst class is: 16. (6) Reactant: [CH3:1][C:2]1[O:3][C:4]2[C:9]([C:10](=[O:12])[CH:11]=1)=[CH:8][CH:7]=[CH:6][C:5]=2[CH:13]=O.[C:15]([CH:17]=[C:18]([O-])[CH3:19])#[N:16].[Na+].[NH2:22][C:23]([CH3:33])=[CH:24][C:25](=[O:32])[CH2:26][CH:27]1[CH2:31][CH2:30][CH2:29][CH2:28]1.C(O)(=O)C. Product: [CH:27]1([CH2:26][C:25]([C:24]2[CH:13]([C:5]3[CH:6]=[CH:7][CH:8]=[C:9]4[C:4]=3[O:3][C:2]([CH3:1])=[CH:11][C:10]4=[O:12])[C:17]([C:15]#[N:16])=[C:18]([CH3:19])[NH:22][C:23]=2[CH3:33])=[O:32])[CH2:31][CH2:30][CH2:29][CH2:28]1. The catalyst class is: 41. (7) Reactant: [O:1]1[CH2:15][CH:2]1[CH2:3][C:4]1[CH:9]=[CH:8][CH:7]=[C:6]([CH2:10][CH:11]2[O:13][CH2:12]2)[C:5]=1[OH:14].[OH-].[Na+].F[C:19]1[CH:26]=[CH:25][C:22]([C:23]#[N:24])=[CH:21][CH:20]=1. Product: [C:23]([C:22]1[CH:25]=[CH:26][C:19]([O:14][C:5]2[C:4]([CH2:3][CH:2]3[O:1][CH2:15]3)=[CH:9][CH:8]=[CH:7][C:6]=2[CH2:10][CH:11]2[O:13][CH2:12]2)=[CH:20][CH:21]=1)#[N:24]. The catalyst class is: 566. (8) Reactant: C([O:5][C:6](=[O:34])[CH2:7][O:8][C:9]1[C:14]2[CH2:15][CH2:16][CH2:17][CH2:18][CH:19]([NH:20][S:21]([C:24]3[CH:29]=[CH:28][CH:27]=[C:26]([S:30]([CH3:33])(=[O:32])=[O:31])[CH:25]=3)(=[O:23])=[O:22])[C:13]=2[CH:12]=[CH:11][CH:10]=1)(C)(C)C.O.[OH-].[Li+]. Product: [CH3:33][S:30]([C:26]1[CH:25]=[C:24]([S:21]([NH:20][CH:19]2[C:13]3[CH:12]=[CH:11][CH:10]=[C:9]([O:8][CH2:7][C:6]([OH:34])=[O:5])[C:14]=3[CH2:15][CH2:16][CH2:17][CH2:18]2)(=[O:23])=[O:22])[CH:29]=[CH:28][CH:27]=1)(=[O:31])=[O:32]. The catalyst class is: 278.